From a dataset of Catalyst prediction with 721,799 reactions and 888 catalyst types from USPTO. Predict which catalyst facilitates the given reaction. (1) Reactant: Cl[CH2:2][C:3]1[C:12]2[C:7](=[CH:8][C:9]([O:13][CH2:14][C:15]3[CH:20]=[CH:19][CH:18]=[CH:17][CH:16]=3)=[CH:10][CH:11]=2)[O:6][C:5](=[O:21])[CH:4]=1.[N-:22]=[N+:23]=[N-:24].[Na+]. Product: [N:22]([CH2:2][C:3]1[C:12]2[C:7](=[CH:8][C:9]([O:13][CH2:14][C:15]3[CH:20]=[CH:19][CH:18]=[CH:17][CH:16]=3)=[CH:10][CH:11]=2)[O:6][C:5](=[O:21])[CH:4]=1)=[N+:23]=[N-:24]. The catalyst class is: 8. (2) Reactant: C(OC([N:8]1[CH2:13][CH2:12][CH:11]([O:14][C:15]2[CH:20]=[C:19]([F:21])[CH:18]=[CH:17][C:16]=2[Cl:22])[CH2:10][CH2:9]1)=O)(C)(C)C.Cl. Product: [ClH:22].[Cl:22][C:16]1[CH:17]=[CH:18][C:19]([F:21])=[CH:20][C:15]=1[O:14][CH:11]1[CH2:10][CH2:9][NH:8][CH2:13][CH2:12]1. The catalyst class is: 13. (3) Reactant: [CH3:1][C:2]1[N:10]2[C:5]([CH:6]=[CH:7][CH:8]=[CH:9]2)=[CH:4][C:3]=1[C:11]1[CH:16]=[CH:15][C:14]([O:17]C)=[CH:13][C:12]=1[CH3:19].Br. Product: [CH3:1][C:2]1[N:10]2[C:5]([CH:6]=[CH:7][CH:8]=[CH:9]2)=[CH:4][C:3]=1[C:11]1[CH:16]=[CH:15][C:14]([OH:17])=[CH:13][C:12]=1[CH3:19]. The catalyst class is: 15. (4) Reactant: [CH3:1][C:2]([CH3:14])=[CH:3][C:4]([NH:6][C:7]([N:9]1[CH2:13][CH2:12][CH2:11][CH2:10]1)=[S:8])=[O:5].[C:15](=O)([O-])[O-].[Na+].[Na+].IC. Product: [CH3:15][S:8]/[C:7](=[N:6]\[C:4](=[O:5])[CH:3]=[C:2]([CH3:14])[CH3:1])/[N:9]1[CH2:10][CH2:11][CH2:12][CH2:13]1. The catalyst class is: 7. (5) Reactant: [F:1][C:2]1[CH:7]=[CH:6][CH:5]=[CH:4][C:3]=1[CH2:8][CH2:9]O.C[CH2:12][N:13](CC)CC.CS(Cl)(=O)=O.[C-]#N.[K+]. Product: [F:1][C:2]1[CH:7]=[CH:6][CH:5]=[CH:4][C:3]=1[CH2:8][CH2:9][C:12]#[N:13]. The catalyst class is: 2.